This data is from Peptide-MHC class I binding affinity with 185,985 pairs from IEDB/IMGT. The task is: Regression. Given a peptide amino acid sequence and an MHC pseudo amino acid sequence, predict their binding affinity value. This is MHC class I binding data. (1) The peptide sequence is FSEVSNVQRI. The MHC is H-2-Db with pseudo-sequence H-2-Db. The binding affinity (normalized) is 0.157. (2) The MHC is HLA-B07:02 with pseudo-sequence HLA-B07:02. The peptide sequence is QLQKIERWF. The binding affinity (normalized) is 0.0847.